Task: Predict the reaction yield, written as a fraction of the theoretical maximum amount of product (1.0 means a 100% yield; for example, 0.34 means a 34% yield).. Dataset: Reaction yield outcomes from USPTO patents with 853,638 reactions (1) The reactants are [O:1]1[C:5]2[CH:6]=[CH:7][CH:8]=[CH:9][C:4]=2[N:3]=[C:2]1[NH:10][C:11]1[CH:16]=[CH:15][C:14]([CH2:17][C:18]([O:20]CC)=[O:19])=[CH:13][CH:12]=1.[OH-].[Na+]. The catalyst is C1COCC1.Cl. The product is [O:1]1[C:5]2[CH:6]=[CH:7][CH:8]=[CH:9][C:4]=2[N:3]=[C:2]1[NH:10][C:11]1[CH:16]=[CH:15][C:14]([CH2:17][C:18]([OH:20])=[O:19])=[CH:13][CH:12]=1. The yield is 0.980. (2) The reactants are [Cl-].O[NH3+:3].[C:4](=[O:7])([O-])[OH:5].[Na+].CS(C)=O.[Si]([O:20][CH:21]([CH:58]([F:60])[F:59])[CH2:22][O:23][C@H:24]1[CH2:29][CH2:28][C@H:27]([N:30]2[C:35](=[O:36])[C:34]([CH2:37][C:38]3[CH:43]=[CH:42][C:41]([C:44]4[C:45]([C:50]#[N:51])=[CH:46][CH:47]=[CH:48][CH:49]=4)=[CH:40][CH:39]=3)=[C:33]([CH2:52][CH2:53][CH3:54])[N:32]3[N:55]=[CH:56][N:57]=[C:31]23)[CH2:26][CH2:25]1)(C(C)(C)C)(C)C. The catalyst is O.C(OCC)(=O)C. The product is [F:60][CH:58]([F:59])[CH:21]([OH:20])[CH2:22][O:23][C@H:24]1[CH2:25][CH2:26][C@H:27]([N:30]2[C:35](=[O:36])[C:34]([CH2:37][C:38]3[CH:43]=[CH:42][C:41]([C:44]4[CH:49]=[CH:48][CH:47]=[CH:46][C:45]=4[C:50]4[NH:51][C:4](=[O:7])[O:5][N:3]=4)=[CH:40][CH:39]=3)=[C:33]([CH2:52][CH2:53][CH3:54])[N:32]3[N:55]=[CH:56][N:57]=[C:31]23)[CH2:28][CH2:29]1. The yield is 0.730. (3) The reactants are [C:1]([O:10][CH2:11][Cl:12])(=[O:9])[CH2:2][CH2:3][CH2:4][CH2:5][CH2:6][CH2:7][CH3:8].C1(CC(O)=O)C=CC=CC=1.C(=O)([O-])O.[Na+].ClCOS(Cl)(=O)=O. The catalyst is S([O-])(O)(=O)=O.C([N+](CCCC)(CCCC)CCCC)CCC.O.ClCCl.ClCCl. The product is [C:3]1([CH2:2][C:1]([O:10][CH2:11][Cl:12])=[O:9])[CH:8]=[CH:7][CH:6]=[CH:5][CH:4]=1. The yield is 0.310. (4) The reactants are [Br:1][C:2]1[CH:8]=[CH:7][C:5]([NH2:6])=[CH:4][C:3]=1[CH3:9].[C:10]1(=O)[O:15][C:13](=[O:14])[CH:12]=[CH:11]1. The catalyst is C(O)(=O)C. The product is [Br:1][C:2]1[CH:8]=[CH:7][C:5]([N:6]2[C:13](=[O:14])[CH:12]=[CH:11][C:10]2=[O:15])=[CH:4][C:3]=1[CH3:9]. The yield is 0.740. (5) The reactants are Cl[C:2]1[N:7]=[C:6]([O:8][CH:9]([CH3:11])[CH3:10])[N:5]=[C:4]([NH:12][C:13]2[CH:18]=[CH:17][C:16]([N:19]3[CH:23]=[C:22]([CH3:24])[N:21]=[CH:20]3)=[C:15]([O:25][CH3:26])[CH:14]=2)[N:3]=1.[OH:27][C:28]1[CH:33]=[CH:32][CH:31]=[CH:30][C:29]=1[C:34]([F:37])([F:36])[F:35]. The catalyst is C(OCC)(=O)C. The product is [CH:9]([O:8][C:6]1[N:7]=[C:2]([O:27][C:28]2[CH:33]=[CH:32][CH:31]=[CH:30][C:29]=2[C:34]([F:35])([F:36])[F:37])[N:3]=[C:4]([NH:12][C:13]2[CH:18]=[CH:17][C:16]([N:19]3[CH:23]=[C:22]([CH3:24])[N:21]=[CH:20]3)=[C:15]([O:25][CH3:26])[CH:14]=2)[N:5]=1)([CH3:11])[CH3:10]. The yield is 0.990. (6) The reactants are Br[C:2]1[CH:17]=[CH:16][C:5]([CH2:6][N:7]2[CH2:11][C:10](=[O:12])[N:9]([CH2:13][CH3:14])[C:8]2=[O:15])=[C:4]([Cl:18])[CH:3]=1.[CH:19]1([N:22]2[CH2:30][C:29]3[C:24](=[CH:25][CH:26]=[C:27](B4OC(C)(C)C(C)(C)O4)[CH:28]=3)[C:23]2=[O:40])[CH2:21][CH2:20]1.C1(P(C2CCCCC2)C2CCCCC2)CCCCC1.P([O-])([O-])([O-])=O.[K+].[K+].[K+]. The catalyst is O1CCOCC1.O. The product is [Cl:18][C:4]1[CH:3]=[C:2]([C:27]2[CH:28]=[C:29]3[C:24](=[CH:25][CH:26]=2)[C:23](=[O:40])[N:22]([CH:19]2[CH2:21][CH2:20]2)[CH2:30]3)[CH:17]=[CH:16][C:5]=1[CH2:6][N:7]1[CH2:11][C:10](=[O:12])[N:9]([CH2:13][CH3:14])[C:8]1=[O:15]. The yield is 0.330.